Regression. Given two drug SMILES strings and cell line genomic features, predict the synergy score measuring deviation from expected non-interaction effect. From a dataset of NCI-60 drug combinations with 297,098 pairs across 59 cell lines. (1) Drug 1: C1=C(C(=O)NC(=O)N1)F. Drug 2: CC1C(C(CC(O1)OC2CC(CC3=C2C(=C4C(=C3O)C(=O)C5=CC=CC=C5C4=O)O)(C(=O)C)O)N)O. Cell line: HCT-15. Synergy scores: CSS=43.9, Synergy_ZIP=-12.3, Synergy_Bliss=-21.4, Synergy_Loewe=-16.1, Synergy_HSA=-14.8. (2) Drug 1: CC(C1=C(C=CC(=C1Cl)F)Cl)OC2=C(N=CC(=C2)C3=CN(N=C3)C4CCNCC4)N. Drug 2: C1=CN(C=N1)CC(O)(P(=O)(O)O)P(=O)(O)O. Cell line: UO-31. Synergy scores: CSS=10.2, Synergy_ZIP=-2.43, Synergy_Bliss=-0.171, Synergy_Loewe=1.68, Synergy_HSA=1.80. (3) Synergy scores: CSS=26.6, Synergy_ZIP=-0.859, Synergy_Bliss=5.96, Synergy_Loewe=-9.43, Synergy_HSA=6.09. Cell line: NCI/ADR-RES. Drug 2: CS(=O)(=O)OCCCCOS(=O)(=O)C. Drug 1: C1=C(C(=O)NC(=O)N1)N(CCCl)CCCl.